Dataset: Full USPTO retrosynthesis dataset with 1.9M reactions from patents (1976-2016). Task: Predict the reactants needed to synthesize the given product. The reactants are: [CH3:1][O:2][C:3]1[CH:12]=[CH:11][CH:10]=[C:9]2[C:4]=1[CH2:5][CH:6]([CH3:14])[CH2:7][C:8]2=[O:13].[C:15]([O:19][CH2:20][CH3:21])(=[O:18])[CH:16]=O.C1(S(O)(=O)=O)C=CC=CC=1.S([O-])([O-])(=O)=O.[Mg+2]. Given the product [CH2:20]([O:19][C:15](=[O:18])[CH:16]=[C:7]1[CH:6]([CH3:14])[CH2:5][C:4]2[C:9](=[CH:10][CH:11]=[CH:12][C:3]=2[O:2][CH3:1])[C:8]1=[O:13])[CH3:21], predict the reactants needed to synthesize it.